This data is from Full USPTO retrosynthesis dataset with 1.9M reactions from patents (1976-2016). The task is: Predict the reactants needed to synthesize the given product. (1) The reactants are: [CH3:1][O:2][C:3]1[C:11]2[O:10][C:9](C(O)=O)=[CH:8][C:7]=2[CH:6]=[CH:5][CH:4]=1. Given the product [CH3:1][O:2][C:3]1[C:11]2[O:10][CH:9]=[CH:8][C:7]=2[CH:6]=[CH:5][CH:4]=1, predict the reactants needed to synthesize it. (2) Given the product [Cl:1][C:2]1[CH:7]=[CH:6][C:5](/[CH:8]=[CH:9]/[C:10]2[N:11]=[C:12]3[S:20][CH:19]=[CH:18][N:13]3[C:14](=[O:17])[C:15]=2[C:21]2[CH:26]=[CH:25][CH:24]=[CH:23][CH:22]=2)=[CH:4][CH:3]=1, predict the reactants needed to synthesize it. The reactants are: [Cl:1][C:2]1[CH:7]=[CH:6][C:5](/[CH:8]=[CH:9]/[C:10]2[N:11]=[C:12]3[S:20][CH:19]=[CH:18][N:13]3[C:14](=[O:17])[C:15]=2I)=[CH:4][CH:3]=1.[C:21]1(B(O)O)[CH:26]=[CH:25][CH:24]=[CH:23][CH:22]=1.C(=O)([O-])[O-].[Na+].[Na+]. (3) Given the product [C:35]([O:34][C:32]([NH:31][C:28]1[S:29][CH:30]=[C:26](/[C:22](=[N:21]/[O:20][C:17]2([C:15]([O:14][CH:1]([C:2]3[CH:3]=[CH:4][CH:5]=[CH:6][CH:7]=3)[C:8]3[CH:9]=[CH:10][CH:11]=[CH:12][CH:13]=3)=[O:16])[CH2:18][CH2:19]2)/[C:23]([NH:72][C@@H:73]2[C:74](=[O:85])[NH:75][C@@H:76]2[CH2:77][N:78]2[N:82]=[C:81]([CH2:83][OH:84])[CH:80]=[N:79]2)=[O:24])[N:27]=1)=[O:33])([CH3:37])([CH3:36])[CH3:38], predict the reactants needed to synthesize it. The reactants are: [CH:1]([O:14][C:15]([C:17]1([O:20]/[N:21]=[C:22](/[C:26]2[N:27]=[C:28]([NH:31][C:32]([O:34][C:35]([CH3:38])([CH3:37])[CH3:36])=[O:33])[S:29][CH:30]=2)\[C:23](O)=[O:24])[CH2:19][CH2:18]1)=[O:16])([C:8]1[CH:13]=[CH:12][CH:11]=[CH:10][CH:9]=1)[C:2]1[CH:7]=[CH:6][CH:5]=[CH:4][CH:3]=1.CCN(C(C)C)C(C)C.CN(C(ON1N=NC2C=CC=NC1=2)=[N+](C)C)C.F[P-](F)(F)(F)(F)F.[NH2:72][C@H:73]1[C@@H:76]([CH2:77][N:78]2[N:82]=[C:81]([CH2:83][OH:84])[CH:80]=[N:79]2)[NH:75][C:74]1=[O:85]. (4) Given the product [C:1]([C:3]1[CH:8]=[CH:7][C:6]([C:9]2[CH:10]=[N:11][N:12]([CH2:14][C:15]3[CH:16]=[C:17]([CH:37]=[CH:38][CH:39]=3)[C:18]([NH:20][C:21]3[S:22][C:23]4[CH2:29][C@@H:28]([N:30]([CH3:42])[CH2:31][CH2:32][C:33]([F:36])([F:35])[F:34])[CH2:27][CH2:26][C:24]=4[N:25]=3)=[O:19])[CH:13]=2)=[CH:5][CH:4]=1)#[N:2], predict the reactants needed to synthesize it. The reactants are: [C:1]([C:3]1[CH:8]=[CH:7][C:6]([C:9]2[CH:10]=[N:11][N:12]([CH2:14][C:15]3[CH:16]=[C:17]([CH:37]=[CH:38][CH:39]=3)[C:18]([NH:20][C:21]3[S:22][C:23]4[CH2:29][C@@H:28]([NH:30][CH2:31][CH2:32][C:33]([F:36])([F:35])[F:34])[CH2:27][CH2:26][C:24]=4[N:25]=3)=[O:19])[CH:13]=2)=[CH:5][CH:4]=1)#[N:2].C=O.[C:42]([BH3-])#N.[Na+].